From a dataset of Retrosynthesis with 50K atom-mapped reactions and 10 reaction types from USPTO. Predict the reactants needed to synthesize the given product. (1) Given the product CCOC(=O)C1(CC(=O)O)C(=O)N(Cc2ccc(Br)cc2F)C(=O)c2cccn21, predict the reactants needed to synthesize it. The reactants are: CCOC(=O)C1(CC(=O)OC(C)(C)C)C(=O)N(Cc2ccc(Br)cc2F)C(=O)c2cccn21. (2) Given the product CC(C)(C)OC(=O)N1CC[C@@H](CN)C1, predict the reactants needed to synthesize it. The reactants are: CC(C)(C)OC(=O)N1CC[C@@H](C#N)C1. (3) The reactants are: CN(C)Cc1ccsc1CN=[N+]=[N-]. Given the product CN(C)Cc1ccsc1CN, predict the reactants needed to synthesize it. (4) The reactants are: COc1cc(-c2ccsc2)cc([N+](=O)[O-])c1. Given the product COc1cc(N)cc(-c2ccsc2)c1, predict the reactants needed to synthesize it. (5) Given the product CCCCc1nc(=O)c2cc(C(C)(O)C3CCN(C)C3=O)ccc2[nH]1, predict the reactants needed to synthesize it. The reactants are: CCCCc1nc(=O)c2cc(C(C)=O)ccc2[nH]1.CN1CCCC1=O.C[Si](C)(C)[NH-].